This data is from Merck oncology drug combination screen with 23,052 pairs across 39 cell lines. The task is: Regression. Given two drug SMILES strings and cell line genomic features, predict the synergy score measuring deviation from expected non-interaction effect. (1) Drug 1: C#Cc1cccc(Nc2ncnc3cc(OCCOC)c(OCCOC)cc23)c1. Drug 2: CC(C)CC(NC(=O)C(Cc1ccccc1)NC(=O)c1cnccn1)B(O)O. Cell line: HCT116. Synergy scores: synergy=2.24. (2) Drug 1: O=c1[nH]cc(F)c(=O)[nH]1. Drug 2: NC1(c2ccc(-c3nc4ccn5c(=O)[nH]nc5c4cc3-c3ccccc3)cc2)CCC1. Cell line: HT29. Synergy scores: synergy=15.7.